The task is: Predict the reactants needed to synthesize the given product.. This data is from Full USPTO retrosynthesis dataset with 1.9M reactions from patents (1976-2016). (1) Given the product [NH2:2][C:3]1[N:8]=[C:7]([Cl:1])[C:6]([NH2:10])=[C:5]([Cl:12])[N:4]=1, predict the reactants needed to synthesize it. The reactants are: [ClH:1].[NH2:2][C:3]1[N:8]=[C:7](O)[C:6]([NH2:10])=[C:5](O)[N:4]=1.[Cl:12]CC(Cl)CCl.O=P(Cl)(Cl)Cl.[OH-].[Na+].O.CCCCCC. (2) Given the product [F:8][C:4]1[CH:5]=[CH:6][CH:7]=[C:2]([F:1])[C:3]=1[C:9]1[C:18]2[CH:17]=[C:16]([C:19]#[N:20])[CH:15]=[CH:14][C:13]=2[C:12]2[NH:21][N:22]=[C:23]([NH:24][CH:25]3[CH2:30][CH2:29][N:28]([S:31]([CH2:34][CH3:35])(=[O:32])=[O:33])[CH2:27][CH2:26]3)[C:11]=2[N:10]=1, predict the reactants needed to synthesize it. The reactants are: [F:1][C:2]1[CH:7]=[CH:6][CH:5]=[C:4]([F:8])[C:3]=1[C:9]1[C:18]2[CH:17]=[C:16]([C:19]#[N:20])[CH:15]=[CH:14][C:13]=2[C:12]2[N:21](COCC[Si](C)(C)C)[N:22]=[C:23]([NH:24][CH:25]3[CH2:30][CH2:29][N:28]([S:31]([CH2:34][CH3:35])(=[O:33])=[O:32])[CH2:27][CH2:26]3)[C:11]=2[N:10]=1.C(O)(C(F)(F)F)=O. (3) Given the product [CH:1]([O:4][C@@H:5]([CH2:10][C:11]1[CH:12]=[CH:13][C:14]([O:17][CH2:18][CH3:19])=[C:15]([I:20])[CH:16]=1)[C:6]([O:8][CH3:9])=[O:7])([CH3:2])[CH3:3], predict the reactants needed to synthesize it. The reactants are: [CH:1]([O:4][C@@H:5]([CH2:10][C:11]1[CH:16]=[CH:15][C:14]([O:17][CH2:18][CH3:19])=[CH:13][CH:12]=1)[C:6]([O:8][CH3:9])=[O:7])([CH3:3])[CH3:2].[I:20]I.C(OCC)(=O)C.S([O-])([O-])(=O)=S.[Na+].[Na+]. (4) Given the product [C:12]([O:15][CH2:16][C:17]1[C:18]([N:32]2[N:41]=[CH:40][C:39]3[C:34](=[C:35]([F:46])[CH:36]=[C:37]([C:42]([CH3:44])([CH3:43])[CH3:45])[CH:38]=3)[C:33]2=[O:47])=[N:19][CH:20]=[CH:21][C:22]=1[C:23]1[CH:28]=[C:27]([NH:11][C:9]2[CH:8]=[C:7]3[CH:2]([CH3:1])[O:3][CH2:4][CH2:5][N:6]3[N:10]=2)[C:26](=[O:30])[N:25]([CH3:31])[CH:24]=1)(=[O:14])[CH3:13], predict the reactants needed to synthesize it. The reactants are: [CH3:1][CH:2]1[C:7]2=[CH:8][C:9]([NH2:11])=[N:10][N:6]2[CH2:5][CH2:4][O:3]1.[C:12]([O:15][CH2:16][C:17]1[C:18]([N:32]2[N:41]=[CH:40][C:39]3[C:34](=[C:35]([F:46])[CH:36]=[C:37]([C:42]([CH3:45])([CH3:44])[CH3:43])[CH:38]=3)[C:33]2=[O:47])=[N:19][CH:20]=[CH:21][C:22]=1[C:23]1[CH:28]=[C:27](Br)[C:26](=[O:30])[N:25]([CH3:31])[CH:24]=1)(=[O:14])[CH3:13].CC1(C)C2C(=C(P(C3C=CC=CC=3)C3C=CC=CC=3)C=CC=2)OC2C(P(C3C=CC=CC=3)C3C=CC=CC=3)=CC=CC1=2.C([O-])([O-])=O.[Cs+].[Cs+]. (5) Given the product [NH2:9][C:3]1[N:4]=[CH:5][N:6]=[C:7]([NH:10][CH2:11][CH2:12][CH2:13][CH2:14][NH:15][C:16](=[O:22])[CH:39]=[CH2:40])[C:2]=1[C:27]1[CH:28]=[CH:29][C:24]([O:23][C:30]2[CH:35]=[CH:34][CH:33]=[CH:32][CH:31]=2)=[CH:25][CH:26]=1, predict the reactants needed to synthesize it. The reactants are: Cl[C:2]1[C:3]([NH2:9])=[N:4][CH:5]=[N:6][C:7]=1Cl.[NH2:10][CH2:11][CH2:12][CH2:13][CH2:14][NH:15][C:16](=[O:22])OC(C)(C)C.[O:23]([C:30]1[CH:35]=[CH:34][C:33](B(O)O)=[CH:32][CH:31]=1)[C:24]1[CH:29]=[CH:28][CH:27]=[CH:26][CH:25]=1.[C:39](Cl)(=O)[CH:40]=C. (6) Given the product [Cl:2][C:3]1[CH:4]=[C:5]2[C:10](=[CH:11][CH:12]=1)[CH:9]=[C:8]([S:13]([N:16]1[CH2:17][CH2:18][N:19]([C:22]([C:24]3[S:25][C:26]4[CH2:27][NH:28][CH:29]([CH2:41][C:42]([O:44][C:45]([CH3:48])([CH3:47])[CH3:46])=[O:43])[CH2:30][C:31]=4[N:32]=3)=[O:23])[CH2:20][CH2:21]1)(=[O:14])=[O:15])[CH:7]=[CH:6]2, predict the reactants needed to synthesize it. The reactants are: Cl.[Cl:2][C:3]1[CH:4]=[C:5]2[C:10](=[CH:11][CH:12]=1)[CH:9]=[C:8]([S:13]([N:16]1[CH2:21][CH2:20][N:19]([C:22]([C:24]3[S:25][C:26]4[CH2:27][NH:28][CH2:29][CH2:30][C:31]=4[N:32]=3)=[O:23])[CH2:18][CH2:17]1)(=[O:15])=[O:14])[CH:7]=[CH:6]2.C(N(CC)CC)C.Br[CH2:41][C:42]([O:44][C:45]([CH3:48])([CH3:47])[CH3:46])=[O:43].C(OCC)(=O)C.